This data is from Reaction yield outcomes from USPTO patents with 853,638 reactions. The task is: Predict the reaction yield, written as a fraction of the theoretical maximum amount of product (1.0 means a 100% yield; for example, 0.34 means a 34% yield). (1) The reactants are [C:1]([C:5]1[CH:10]=[CH:9][C:8]([N:11]2[C@@H:15]([C:16]3[C:17]([F:30])=[CH:18][C:19]4[N:23]=[C:22]([C@@H:24]5[CH2:28][CH2:27][CH2:26][NH:25]5)[NH:21][C:20]=4[CH:29]=3)[CH2:14][CH2:13][C@@H:12]2[C:31]2[C:32]([F:45])=[CH:33][C:34]3[N:38]=[C:37]([C@@H:39]4[CH2:43][CH2:42][CH2:41][NH:40]4)[NH:36][C:35]=3[CH:44]=2)=[CH:7][CH:6]=1)([CH3:4])([CH3:3])[CH3:2].C[N:47]1[CH2:52][CH2:51][O:50]CC1.[CH3:53][O:54][C:55]([NH:57][C@@H:58]([CH:62]([CH3:64])[CH3:63])[C:59](O)=[O:60])=[O:56].C(Cl)CCl.[CH:69]1[CH:70]=CC2N(O)N=NC=2[CH:74]=1.C[CH2:80][O:81][C:82](C)=[O:83]. The catalyst is CN(C=O)C. The product is [CH3:80][O:81][C:82](=[O:83])[NH:47][C@@H:52]([CH:69]([CH3:70])[CH3:74])[C:51]([N:25]1[CH2:26][CH2:27][CH2:28][C@H:24]1[C:22]1[NH:23][C:19]2[CH:18]=[C:17]([F:30])[C:16]([C@H:15]3[CH2:14][CH2:13][C@H:12]([C:31]4[C:32]([F:45])=[CH:33][C:34]5[N:38]=[C:37]([C@@H:39]6[CH2:43][CH2:42][CH2:41][N:40]6[C:59](=[O:60])[C@@H:58]([NH:57][C:55]([O:54][CH3:53])=[O:56])[CH:62]([CH3:64])[CH3:63])[NH:36][C:35]=5[CH:44]=4)[N:11]3[C:8]3[CH:7]=[CH:6][C:5]([C:1]([CH3:4])([CH3:2])[CH3:3])=[CH:10][CH:9]=3)=[CH:29][C:20]=2[N:21]=1)=[O:50]. The yield is 0.180. (2) The reactants are [CH3:1][C:2]1[CH:11]=[CH:10][C:5]2[N:6]=[C:7]([NH2:9])[S:8][C:4]=2[CH:3]=1.Br[CH2:13][C:14](=O)[C:15]([O:17][CH2:18][CH3:19])=[O:16]. No catalyst specified. The product is [CH3:1][C:2]1[CH:11]=[CH:10][C:5]2[N:6]3[CH:13]=[C:14]([C:15]([O:17][CH2:18][CH3:19])=[O:16])[N:9]=[C:7]3[S:8][C:4]=2[CH:3]=1. The yield is 0.570. (3) The reactants are Br[C:2]1[CH:7]=[C:6]([CH3:8])[CH:5]=[C:4]([O:9][C:10]2[N:14]([CH3:15])[N:13]=[C:12]([C:16]([F:19])([F:18])[F:17])[CH:11]=2)[N:3]=1.[C:20]([C:24]1[CH:29]=[C:28](C)[CH:27]=[C:26](C(C)(C)C)[C:25]=1O)(C)(C)[CH3:21].C([Sn](CCCC)(CCCC)C#CC1C=CC=CC=1)CCC. The catalyst is C1(C)C=CC=CC=1.C(OCC)(=O)C. The product is [CH3:8][C:6]1[CH:7]=[C:2]([C:21]#[C:20][C:24]2[CH:29]=[CH:28][CH:27]=[CH:26][CH:25]=2)[N:3]=[C:4]([O:9][C:10]2[N:14]([CH3:15])[N:13]=[C:12]([C:16]([F:19])([F:18])[F:17])[CH:11]=2)[CH:5]=1. The yield is 0.430. (4) The reactants are I[C:2]1[CH:7]=[CH:6][C:5]([O:8][CH3:9])=[CH:4][C:3]=1[OH:10].CN(C)C(N(C)C)=N.[CH:19]#[C:20][CH3:21].[Na+].[Cl-]. The catalyst is CN(C=O)C. The product is [CH3:9][O:8][C:5]1[CH:6]=[CH:7][C:2]2[CH:19]=[C:20]([CH3:21])[O:10][C:3]=2[CH:4]=1. The yield is 0.740. (5) The reactants are Br[C:2]1[CH:10]=[C:9]2[C:5]([CH2:6][N:7]([C:12]3[CH:13]=[C:14]4[C:18](=[CH:19][CH:20]=3)[N:17]([CH3:21])[CH:16]=[CH:15]4)[C:8]2=[O:11])=[CH:4][CH:3]=1.[NH:22]1[CH2:26][CH2:25][CH2:24][CH2:23]1.C1(P(C2CCCCC2)C2C=CC=CC=2C2C(N(C)C)=CC=CC=2)CCCCC1.CC(C)([O-])C.[Na+]. The catalyst is COCCOC.C(Cl)Cl.CO. The product is [CH3:21][N:17]1[C:18]2[C:14](=[CH:13][C:12]([N:7]3[CH2:6][C:5]4[C:9](=[CH:10][C:2]([N:22]5[CH2:26][CH2:25][CH2:24][CH2:23]5)=[CH:3][CH:4]=4)[C:8]3=[O:11])=[CH:20][CH:19]=2)[CH:15]=[CH:16]1. The yield is 0.130.